Task: Predict the product of the given reaction.. Dataset: Forward reaction prediction with 1.9M reactions from USPTO patents (1976-2016) (1) Given the reactants [C:1]([O:5][C:6](=[O:24])[NH:7][C:8]1[CH:13]=[C:12]([O:14][CH2:15][CH:16]2[CH2:18][CH2:17]2)[C:11]([C:19]([F:22])([F:21])[F:20])=[CH:10][C:9]=1[NH2:23])([CH3:4])([CH3:3])[CH3:2].C([O:29][C:30](=O)[CH2:31][C:32](=[O:45])[C:33]1[CH:38]=[CH:37][CH:36]=[C:35]([C:39]2[CH:40]=[N:41][CH:42]=[CH:43][CH:44]=2)[CH:34]=1)(C)(C)C, predict the reaction product. The product is: [C:1]([O:5][C:6](=[O:24])[NH:7][C:8]1[CH:13]=[C:12]([O:14][CH2:15][CH:16]2[CH2:17][CH2:18]2)[C:11]([C:19]([F:22])([F:21])[F:20])=[CH:10][C:9]=1[NH:23][C:30](=[O:29])[CH2:31][C:32](=[O:45])[C:33]1[CH:38]=[CH:37][CH:36]=[C:35]([C:39]2[CH:40]=[N:41][CH:42]=[CH:43][CH:44]=2)[CH:34]=1)([CH3:4])([CH3:2])[CH3:3]. (2) The product is: [F:35][C:32]([F:34])([F:33])[O:31][C:27]1[CH:26]=[C:25]([CH:30]=[CH:29][CH:28]=1)[CH2:24][C:23]1[C:3]2[C:40](=[O:43])[N:5]([C:12]3[CH:17]=[CH:16][CH:15]=[C:14]([C:18]([F:19])([F:20])[F:21])[CH:13]=3)[C:6]3[N:7]=[CH:8][CH:9]=[CH:10][C:11]=3[C:2]=2[NH:39][N:38]=1. Given the reactants O[C:2]1[C:11]2[C:6](=[N:7][CH:8]=[CH:9][CH:10]=2)[N:5]([C:12]2[CH:17]=[CH:16][CH:15]=[C:14]([C:18]([F:21])([F:20])[F:19])[CH:13]=2)C(=O)[C:3]=1[C:23](=O)[CH2:24][C:25]1[CH:30]=[CH:29][CH:28]=[C:27]([O:31][C:32]([F:35])([F:34])[F:33])[CH:26]=1.O.[NH2:38][NH2:39].[C:40](=[O:43])([O-])O.[Na+], predict the reaction product. (3) Given the reactants [CH3:1][O:2][C:3](=[O:24])[CH2:4][C:5]1[CH:10]=[C:9]([O:11][C:12]2[CH:17]=[CH:16][C:15]([N+:18]([O-:20])=[O:19])=[CH:14][C:13]=2[CH2:21]O)[CH:8]=[C:7]([Cl:23])[CH:6]=1.P(Br)(Br)[Br:26], predict the reaction product. The product is: [CH3:1][O:2][C:3](=[O:24])[CH2:4][C:5]1[CH:6]=[C:7]([Cl:23])[CH:8]=[C:9]([O:11][C:12]2[CH:17]=[CH:16][C:15]([N+:18]([O-:20])=[O:19])=[CH:14][C:13]=2[CH2:21][Br:26])[CH:10]=1. (4) Given the reactants [Si:1]([O:8][CH2:9][CH2:10][N:11]1[C:20]2[C:15](=[C:16]([F:21])[CH:17]=[CH:18][CH:19]=2)[NH:14][CH2:13][C:12]1=[O:22])([C:4]([CH3:7])([CH3:6])[CH3:5])([CH3:3])[CH3:2].C(N(C(C)C)CC)(C)C.[C:32](Cl)(Cl)=[O:33].C1(C)C=CC=CC=1.[NH2:43][CH2:44][C:45]1[CH:65]=[CH:64][C:48]([C:49]([N:51]([C:53]2[CH:58]=[CH:57][CH:56]=[CH:55][C:54]=2[C:59]2OC=CC=2)C)=[O:50])=[CH:47][C:46]=1[CH3:66].[CH2:67]1[CH2:71][O:70][CH2:69][CH2:68]1, predict the reaction product. The product is: [O:70]1[CH:71]=[CH:67][CH:68]=[C:69]1[C:59]1[CH:54]=[CH:55][CH:56]=[CH:57][C:58]=1[CH2:53][NH:51][C:49]([C:48]1[CH:64]=[CH:65][C:45]([CH2:44][NH:43][C:32]([N:14]2[C:15]3[C:20](=[CH:19][CH:18]=[CH:17][C:16]=3[F:21])[N:11]([CH2:10][CH2:9][O:8][Si:1]([C:4]([CH3:7])([CH3:5])[CH3:6])([CH3:3])[CH3:2])[C:12](=[O:22])[CH2:13]2)=[O:33])=[C:46]([CH3:66])[CH:47]=1)=[O:50]. (5) Given the reactants [Br:1][C:2]1[CH:3]=[C:4]2[C:8](=[CH:9][CH:10]=1)[C:7](=[O:11])[CH2:6][CH2:5]2.S(=O)(=O)(O)O.[N-:17]=[N+]=[N-].[Na+].C(OCC)(=O)C, predict the reaction product. The product is: [Br:1][C:2]1[CH:3]=[C:4]2[C:8](=[CH:9][CH:10]=1)[C:7](=[O:11])[NH:17][CH2:6][CH2:5]2. (6) Given the reactants [N+:1]([C:4]1[C:8]([C:9]2[CH:14]=[C:13]([C:15]([F:18])([F:17])[F:16])[CH:12]=[CH:11][C:10]=2[OH:19])=[CH:7][N:6]([CH:20]2[CH2:25][CH2:24][CH2:23][CH2:22][O:21]2)[N:5]=1)([O-:3])=[O:2].C(=O)([O-])[O-].[K+].[K+].[Cl:32][C:33]1[C:34](F)=[CH:35][C:36]([F:55])=[C:37]([S:39]([N:42]([C:50]2[N:51]=[CH:52][S:53][CH:54]=2)[C:43](=[O:49])[O:44][C:45]([CH3:48])([CH3:47])[CH3:46])(=[O:41])=[O:40])[CH:38]=1, predict the reaction product. The product is: [Cl:32][C:33]1[C:34]([O:19][C:10]2[CH:11]=[CH:12][C:13]([C:15]([F:17])([F:18])[F:16])=[CH:14][C:9]=2[C:8]2[C:4]([N+:1]([O-:3])=[O:2])=[N:5][N:6]([CH:20]3[CH2:25][CH2:24][CH2:23][CH2:22][O:21]3)[CH:7]=2)=[CH:35][C:36]([F:55])=[C:37]([S:39]([N:42]([C:50]2[N:51]=[CH:52][S:53][CH:54]=2)[C:43](=[O:49])[O:44][C:45]([CH3:48])([CH3:47])[CH3:46])(=[O:41])=[O:40])[CH:38]=1.